This data is from Catalyst prediction with 721,799 reactions and 888 catalyst types from USPTO. The task is: Predict which catalyst facilitates the given reaction. (1) Reactant: C1C=C(Cl)C=C(C(OO)=O)C=1.[Cl:12][C:13]1[CH:18]=[CH:17][CH:16]=[C:15]([Cl:19])[C:14]=1[N:20]1[CH:31]=[CH:30][C:23]2[N:24]=[C:25](SC)[N:26]=[CH:27][C:22]=2[C:21]1=[O:32].CCN(C(C)C)C(C)C.[CH:42]([N:45]1[CH2:50][CH2:49][N:48]([C:51]2[CH:57]=[CH:56][C:54]([NH2:55])=[CH:53][CH:52]=2)[CH2:47][CH2:46]1)([CH3:44])[CH3:43]. Product: [Cl:12][C:13]1[CH:18]=[CH:17][CH:16]=[C:15]([Cl:19])[C:14]=1[N:20]1[CH:31]=[CH:30][C:23]2[N:24]=[C:25]([NH:55][C:54]3[CH:53]=[CH:52][C:51]([N:48]4[CH2:47][CH2:46][N:45]([CH:42]([CH3:44])[CH3:43])[CH2:50][CH2:49]4)=[CH:57][CH:56]=3)[N:26]=[CH:27][C:22]=2[C:21]1=[O:32]. The catalyst class is: 390. (2) Reactant: [CH3:1][O:2][C:3]([C:5]1[CH:13]=[C:12]2[C:8]([CH:9]=[CH:10][NH:11]2)=[CH:7][CH:6]=1)=[O:4].[CH:14]1([CH2:20]Br)[CH2:19][CH2:18][CH2:17][CH2:16][CH2:15]1.[H-].[Na+]. Product: [CH3:1][O:2][C:3]([C:5]1[CH:13]=[C:12]2[C:8]([CH:9]=[CH:10][N:11]2[CH2:20][CH:14]2[CH2:19][CH2:18][CH2:17][CH2:16][CH2:15]2)=[CH:7][CH:6]=1)=[O:4]. The catalyst class is: 384. (3) Reactant: [Cl:1]N1C(=O)CCC1=O.[Br:9][C:10]1[C:11]([CH:15]=[O:16])=[CH:12][S:13][CH:14]=1.O. Product: [Br:9][C:10]1[C:11]([CH:15]=[O:16])=[CH:12][S:13][C:14]=1[Cl:1]. The catalyst class is: 9. (4) Reactant: Cl[C:2]1[N:11]=[CH:10][CH:9]=[C:8]2[C:3]=1[CH:4]=[C:5]([C:36]1[CH:41]=[CH:40][CH:39]=[CH:38][CH:37]=1)[C:6]([C:12]1[CH:17]=[CH:16][C:15]([CH2:18][N:19]3[CH2:24][CH2:23][CH:22]([C:25]4[NH:29][C:28]([C:30]5[CH:35]=[CH:34][CH:33]=[CH:32][N:31]=5)=[N:27][N:26]=4)[CH2:21][CH2:20]3)=[CH:14][CH:13]=1)=[N:7]2.[NH2:42][NH2:43]. Product: [NH:42]([C:2]1[N:11]=[CH:10][CH:9]=[C:8]2[C:3]=1[CH:4]=[C:5]([C:36]1[CH:41]=[CH:40][CH:39]=[CH:38][CH:37]=1)[C:6]([C:12]1[CH:17]=[CH:16][C:15]([CH2:18][N:19]3[CH2:24][CH2:23][CH:22]([C:25]4[NH:29][C:28]([C:30]5[CH:35]=[CH:34][CH:33]=[CH:32][N:31]=5)=[N:27][N:26]=4)[CH2:21][CH2:20]3)=[CH:14][CH:13]=1)=[N:7]2)[NH2:43]. The catalyst class is: 12. (5) Reactant: C(NC(C)C)(C)C.[H-].[Na+].[C:10]([OH:15])(=[O:14])[CH:11]([CH3:13])[CH3:12].C([Li])CCC.CCCCCC.Br[CH2:28][CH2:29][C:30]1[CH:35]=[CH:34][CH:33]=[CH:32][CH:31]=1. Product: [CH3:12][C:11]([CH3:13])([CH2:28][CH2:29][C:30]1[CH:35]=[CH:34][CH:33]=[CH:32][CH:31]=1)[C:10]([OH:15])=[O:14]. The catalyst class is: 1.